Regression. Given a peptide amino acid sequence and an MHC pseudo amino acid sequence, predict their binding affinity value. This is MHC class II binding data. From a dataset of Peptide-MHC class II binding affinity with 134,281 pairs from IEDB. (1) The peptide sequence is EHGSDEWVAMTKGEG. The MHC is HLA-DPA10301-DPB10402 with pseudo-sequence HLA-DPA10301-DPB10402. The binding affinity (normalized) is 0.0737. (2) The peptide sequence is AVPWYAVAFNAIVAA. The MHC is DRB1_1302 with pseudo-sequence DRB1_1302. The binding affinity (normalized) is 0.791.